From a dataset of Forward reaction prediction with 1.9M reactions from USPTO patents (1976-2016). Predict the product of the given reaction. (1) The product is: [Br:37][CH2:21][CH2:22][CH2:23][CH:24]1[CH2:29][CH2:28][N:27]([C:30]([O:32][CH:33]([CH3:35])[CH3:34])=[O:31])[CH2:26][CH2:25]1. Given the reactants C1C=CC(P(C2C=CC=CC=2)C2C=CC=CC=2)=CC=1.O[CH2:21][CH2:22][CH2:23][CH:24]1[CH2:29][CH2:28][N:27]([C:30]([O:32][CH:33]([CH3:35])[CH3:34])=[O:31])[CH2:26][CH2:25]1.C(Br)(Br)(Br)[Br:37], predict the reaction product. (2) Given the reactants [F:1][C:2]1[C:3]([NH:22][C:23]2[CH:28]=[CH:27][CH:26]=[C:25]([OH:29])[CH:24]=2)=[N:4][C:5]([NH:8][C:9]2[CH:10]=[CH:11][C:12]3[O:16][C:15]([C:17](OC)=[O:18])=[CH:14][C:13]=3[CH:21]=2)=[N:6][CH:7]=1.[NH2:30][C:31]([CH3:35])([CH3:34])[CH2:32][OH:33], predict the reaction product. The product is: [F:1][C:2]1[C:3]([NH:22][C:23]2[CH:28]=[CH:27][CH:26]=[C:25]([OH:29])[CH:24]=2)=[N:4][C:5]([NH:8][C:9]2[CH:10]=[CH:11][C:12]3[O:16][C:15]([C:17]([NH:30][C:31]([CH3:35])([CH3:34])[CH2:32][OH:33])=[O:18])=[CH:14][C:13]=3[CH:21]=2)=[N:6][CH:7]=1. (3) Given the reactants [NH2:1][C:2]1[N:7]=[C:6]([N:8]2[C@H:13]([CH3:14])[CH2:12][O:11][C@H:10]([C:15](O)=[O:16])[CH2:9]2)[CH:5]=[C:4]([C:18]2[CH:23]=[CH:22][C:21]([C:24]#[N:25])=[C:20]([F:26])[CH:19]=2)[N:3]=1.[CH:27]1[CH:28]=[CH:29][C:30]2N(O)N=[N:33][C:31]=2[CH:32]=1.C(Cl)CCl.NC1C=CC=CC=1, predict the reaction product. The product is: [NH2:1][C:2]1[N:7]=[C:6]([N:8]2[C@H:13]([CH3:14])[CH2:12][O:11][C@H:10]([C:15]([NH:33][C:31]3[CH:32]=[CH:27][CH:28]=[CH:29][CH:30]=3)=[O:16])[CH2:9]2)[CH:5]=[C:4]([C:18]2[CH:23]=[CH:22][C:21]([C:24]#[N:25])=[C:20]([F:26])[CH:19]=2)[N:3]=1. (4) Given the reactants [Cl:1][C:2]1[CH:7]=[CH:6][C:5]([N:8]2[C:12](=[O:13])[CH:11]=[C:10]([CH3:14])[N:9]2[CH2:15][CH3:16])=[CH:4][CH:3]=1.[Cl:17]N1C(=O)CCC1=O, predict the reaction product. The product is: [Cl:17][C:11]1[C:12](=[O:13])[N:8]([C:5]2[CH:4]=[CH:3][C:2]([Cl:1])=[CH:7][CH:6]=2)[N:9]([CH2:15][CH3:16])[C:10]=1[CH3:14].